This data is from Catalyst prediction with 721,799 reactions and 888 catalyst types from USPTO. The task is: Predict which catalyst facilitates the given reaction. (1) Reactant: [In].[CH2:2](Br)[C:3]1[CH:8]=[CH:7][CH:6]=[CH:5][CH:4]=1.[OH:10][C:11]1[C:12](=[O:22])[C:13]2[C:18]([C:19](=[O:21])[CH:20]=1)=[CH:17][CH:16]=[CH:15][CH:14]=2.[Cl-].[NH4+].C([O-])(=O)C(C(C([O-])=O)O)O.[K+].[Na+]. Product: [CH2:2]([C:12]1([OH:22])[C:13]2[C:18](=[CH:17][CH:16]=[CH:15][CH:14]=2)[C:19]([OH:21])=[CH:20][C:11]1=[O:10])[C:3]1[CH:8]=[CH:7][CH:6]=[CH:5][CH:4]=1. The catalyst class is: 42. (2) Reactant: [CH:1]([S:4]([C:7]1[CH:12]=[CH:11][CH:10]=[CH:9][C:8]=1[NH:13][C:14]1[N:15]=[C:16](SC)[NH:17][C:18](=[O:23])[C:19]=1[C:20]([NH2:22])=[O:21])(=[O:6])=[O:5])([CH3:3])[CH3:2].[NH2:26][CH2:27][CH:28]1[CH2:33][CH2:32][CH2:31][CH2:30][N:29]1C(OC(C)(C)C)=O.CN1C(=O)CCC1.[ClH:48]. Product: [ClH:48].[CH:1]([S:4]([C:7]1[CH:12]=[CH:11][CH:10]=[CH:9][C:8]=1[NH:13][C:14]1[N:15]=[C:16]([NH:26][CH2:27][CH:28]2[CH2:33][CH2:32][CH2:31][CH2:30][NH:29]2)[NH:17][C:18](=[O:23])[C:19]=1[C:20]([NH2:22])=[O:21])(=[O:6])=[O:5])([CH3:3])[CH3:2]. The catalyst class is: 336.